From a dataset of Full USPTO retrosynthesis dataset with 1.9M reactions from patents (1976-2016). Predict the reactants needed to synthesize the given product. (1) Given the product [Cl:14][C:5]1[CH:4]=[CH:3][C:2]([CH2:28][OH:29])=[CH:13][C:6]=1[CH2:7][NH:8][C:9](=[O:12])[O:10][CH3:11], predict the reactants needed to synthesize it. The reactants are: Br[C:2]1[CH:3]=[CH:4][C:5]([Cl:14])=[C:6]([CH:13]=1)[CH2:7][NH:8][C:9](=[O:12])[O:10][CH3:11].[Sn]([CH2:28][OH:29])(CCCC)(CCCC)CCCC. (2) The reactants are: [N+:1]([C:4]1[CH:5]=[CH:6][C:7]([C:11]2[O:15][CH:14]=[N:13][CH:12]=2)=[C:8]([OH:10])[CH:9]=1)([O-:3])=[O:2].C(=O)([O-])[O-].[K+].[K+].Cl[C:23]([F:29])([F:28])C(OC)=O.O. Given the product [F:28][CH:23]([F:29])[O:10][C:8]1[CH:9]=[C:4]([N+:1]([O-:3])=[O:2])[CH:5]=[CH:6][C:7]=1[C:11]1[O:15][CH:14]=[N:13][CH:12]=1, predict the reactants needed to synthesize it. (3) Given the product [NH2:23][C:15]1[N:16]=[CH:17][C:18]([C:19]([N:4]=[S:2]([CH2:5][CH2:6][CH2:7][CH2:8][C:9]([O:11][CH3:12])=[O:10])([CH3:1])=[O:3])=[O:20])=[CH:22][C:14]=1[I:13], predict the reactants needed to synthesize it. The reactants are: [CH3:1][S:2]([CH2:5][CH2:6][CH2:7][CH2:8][C:9]([O:11][CH3:12])=[O:10])(=[NH:4])=[O:3].[I:13][C:14]1[C:15]([NH2:23])=[N:16][CH:17]=[C:18]([CH:22]=1)[C:19](O)=[O:20].C(N(C(C)C)CC)(C)C.F[P-](F)(F)(F)(F)F.N1(O[P+](N(C)C)(N(C)C)N(C)C)C2C=CC=CC=2N=N1. (4) The reactants are: [Cl:1][C:2]1[CH:3]=[C:4]2[C:9](=[CH:10][C:11]=1[O:12][C:13]1[CH:21]=[CH:20][C:16]([C:17]([OH:19])=O)=[CH:15][CH:14]=1)[O:8][CH2:7][CH2:6][CH:5]2[C:22]([O:24][CH2:25][CH3:26])=[O:23].C(Cl)(=O)C(Cl)=O.[Cl:33][C:34]1[CH:39]=[CH:38][C:37]([CH2:40][CH2:41][CH2:42][NH2:43])=[CH:36][CH:35]=1.CCN(C(C)C)C(C)C. Given the product [Cl:1][C:2]1[CH:3]=[C:4]2[C:9](=[CH:10][C:11]=1[O:12][C:13]1[CH:21]=[CH:20][C:16]([C:17](=[O:19])[NH:43][CH2:42][CH2:41][CH2:40][C:37]3[CH:36]=[CH:35][C:34]([Cl:33])=[CH:39][CH:38]=3)=[CH:15][CH:14]=1)[O:8][CH2:7][CH2:6][CH:5]2[C:22]([O:24][CH2:25][CH3:26])=[O:23], predict the reactants needed to synthesize it. (5) Given the product [CH2:33]([O:34][C:35]([NH:1][CH2:2][C:3]1[CH:4]=[C:5]([CH:9]2[CH2:14][CH2:13][N:12]([C:15]([O:17][C:18]([CH3:21])([CH3:20])[CH3:19])=[O:16])[CH2:11][CH2:10]2)[CH:6]=[CH:7][CH:8]=1)=[O:36])[C:30]1[CH:31]=[CH:32][CH:27]=[CH:28][CH:29]=1, predict the reactants needed to synthesize it. The reactants are: [NH2:1][CH2:2][C:3]1[CH:4]=[C:5]([CH:9]2[CH2:14][CH2:13][N:12]([C:15]([O:17][C:18]([CH3:21])([CH3:20])[CH3:19])=[O:16])[CH2:11][CH2:10]2)[CH:6]=[CH:7][CH:8]=1.C([O-])(O)=O.[Na+].[CH:27]1[CH:32]=[CH:31][C:30]([CH2:33][O:34][C:35](Cl)=[O:36])=[CH:29][CH:28]=1. (6) Given the product [C:29]([C:27]1[S:28][C:24]([NH:23][C:21]([CH:12]2[CH:11]([C:32]3[CH:37]=[CH:36][CH:35]=[C:34]([Cl:38])[C:33]=3[F:39])[C:10]3([C:5]4[C:6](=[CH:7][C:2]([Cl:1])=[CH:3][CH:4]=4)[NH:8][C:9]3=[O:40])[CH:14]([CH2:15][C:16]([C:19]#[N:20])([CH3:18])[CH3:17])[NH:13]2)=[O:22])=[CH:25][CH:26]=1)(=[O:30])[NH2:43], predict the reactants needed to synthesize it. The reactants are: [Cl:1][C:2]1[CH:7]=[C:6]2[NH:8][C:9](=[O:40])[C@@:10]3([C@H:14]([CH2:15][C:16]([C:19]#[N:20])([CH3:18])[CH3:17])[NH:13][C@@H:12]([C:21]([NH:23][C:24]4[S:28][C:27]([C:29](O)=[O:30])=[CH:26][CH:25]=4)=[O:22])[C@@H:11]3[C:32]3[CH:37]=[CH:36][CH:35]=[C:34]([Cl:38])[C:33]=3[F:39])[C:5]2=[CH:4][CH:3]=1.C1N=C[N:43](C(N2C=NC=C2)=O)C=1.[OH-].[NH4+].CCOC(C)=O. (7) Given the product [CH3:3][N:4]1[CH2:9][CH2:8][CH:7]([C:10]2[C:18]3[C:17](=[CH:16][CH:15]=[N:14][CH:13]=3)[NH:12][CH:11]=2)[CH2:6][CH2:5]1, predict the reactants needed to synthesize it. The reactants are: C1[CH:9]2[N:4]([CH2:5][CH2:6][CH:7]([C:10]3[C:18]4[C:13](=[N:14][CH:15]=[CH:16][CH:17]=4)[NH:12][CH:11]=3)[CH2:8]2)[CH2:3]C1.C1C2N(CC=C(C3C4C(=CN=CC=4)NC=3)C2)CC1.